Task: Predict the product of the given reaction.. Dataset: Forward reaction prediction with 1.9M reactions from USPTO patents (1976-2016) (1) Given the reactants C([NH:4][C:5]1[CH:10]=[CH:9][C:8]([C:11]2[C:12]3[NH:16][C:15]([C:17]([C:47]4[CH:52]=[CH:51][N:50]=[CH:49][CH:48]=4)=[C:18]4[N:46]=[C:21]([C:22]([C:40]5[CH:45]=[CH:44][N:43]=[CH:42][CH:41]=5)=[C:23]5[NH:39][C:26](=[C:27]([C:33]6[CH:38]=[CH:37][N:36]=[CH:35][CH:34]=6)[C:28]6[CH:29]=[CH:30][C:31]=2[N:32]=6)[CH:25]=[CH:24]5)[CH:20]=[CH:19]4)=[CH:14][CH:13]=3)=[CH:7][CH:6]=1)(=O)C, predict the reaction product. The product is: [NH2:4][C:5]1[CH:10]=[CH:9][C:8]([C:11]2[C:12]3[NH:16][C:15]([C:17]([C:47]4[CH:48]=[CH:49][N:50]=[CH:51][CH:52]=4)=[C:18]4[N:46]=[C:21]([C:22]([C:40]5[CH:45]=[CH:44][N:43]=[CH:42][CH:41]=5)=[C:23]5[NH:39][C:26](=[C:27]([C:33]6[CH:34]=[CH:35][N:36]=[CH:37][CH:38]=6)[C:28]6[CH:29]=[CH:30][C:31]=2[N:32]=6)[CH:25]=[CH:24]5)[CH:20]=[CH:19]4)=[CH:14][CH:13]=3)=[CH:7][CH:6]=1. (2) Given the reactants [CH3:1][O:2][C:3]1[CH:4]=[C:5]([CH:11]2[CH:16]([N+:17]([O-])=O)[CH2:15][CH2:14][CH:13]([O:20][C:21](=[O:23])[CH3:22])[CH2:12]2)[CH:6]=[CH:7][C:8]=1[O:9][CH3:10].C(O)(=O)C, predict the reaction product. The product is: [NH2:17][CH:16]1[CH2:15][CH2:14][CH:13]([O:20][C:21](=[O:23])[CH3:22])[CH2:12][CH:11]1[C:5]1[CH:6]=[CH:7][C:8]([O:9][CH3:10])=[C:3]([O:2][CH3:1])[CH:4]=1. (3) Given the reactants [C:1]([N:8]1[CH2:15][C@@H:14]([N:16]([C:24](=[O:29])[C:25]([CH3:28])([CH3:27])[CH3:26])[C@H:17]2[CH2:22][CH2:21][C@@H:20]([CH3:23])[CH2:19][CH2:18]2)[CH2:13][C@H:9]1[C:10](O)=[O:11])([O:3][C:4]([CH3:7])([CH3:6])[CH3:5])=[O:2].C(OC(Cl)=O)C.O.[NH3:37], predict the reaction product. The product is: [C:1]([N:8]1[CH2:15][C@@H:14]([N:16]([C:24](=[O:29])[C:25]([CH3:26])([CH3:28])[CH3:27])[C@H:17]2[CH2:22][CH2:21][C@@H:20]([CH3:23])[CH2:19][CH2:18]2)[CH2:13][C@H:9]1[C:10]([NH2:37])=[O:11])([O:3][C:4]([CH3:6])([CH3:5])[CH3:7])=[O:2]. (4) Given the reactants Br[CH2:2][CH:3]1[CH2:8][CH2:7][CH2:6][CH2:5][CH2:4]1.CON(C)[C:12](=[O:19])[C:13]1[CH:18]=[CH:17][CH:16]=[CH:15][CH:14]=1, predict the reaction product. The product is: [CH:3]1([CH2:2][C:12]([C:13]2[CH:18]=[CH:17][CH:16]=[CH:15][CH:14]=2)=[O:19])[CH2:8][CH2:7][CH2:6][CH2:5][CH2:4]1. (5) Given the reactants [CH2:1](Br)[C:2]1[CH:7]=[CH:6][CH:5]=[CH:4][CH:3]=1.[Br:9][C:10]1[CH:15]=[CH:14][C:13]([C:16](=[O:22])[CH2:17][CH2:18][C:19]([OH:21])=[O:20])=[CH:12][CH:11]=1.C([O-])([O-])=O.[K+].[K+], predict the reaction product. The product is: [Br:9][C:10]1[CH:11]=[CH:12][C:13]([C:16](=[O:22])[CH2:17][CH2:18][C:19]([O:21][CH2:1][C:2]2[CH:7]=[CH:6][CH:5]=[CH:4][CH:3]=2)=[O:20])=[CH:14][CH:15]=1. (6) Given the reactants [Cl:1][C:2]1[CH:7]=[CH:6][C:5]([C@@H:8]2[CH2:13][CH2:12][N:11](C(OC(C)(C)C)=O)[CH2:10][C@H:9]2[CH2:21][O:22][C:23]2[CH:28]=[C:27]([F:29])[C:26]([S:30](=[O:49])(=[O:48])[N:31](CC3C=CC(OC)=CC=3OC)[C:32]3S[N:35]=[CH:34][N:33]=3)=[CH:25][C:24]=2[F:50])=[CH:4][CH:3]=1.Cl[C:52]1C=CC([C@@H]2CCN(C(OC(C)(C)C)=O)C[C@H]2CCC2C=C(F)C(S(=O)(=O)N(CC3C=CC(OC)=CC=3OC)C3C=CN=CN=3)=CC=2F)=C[CH:53]=1, predict the reaction product. The product is: [Cl:1][C:2]1[CH:7]=[CH:6][C:5]([C@@H:8]2[CH2:13][CH2:12][NH:11][CH2:10][C@H:9]2[CH2:21][O:22][C:23]2[C:24]([F:50])=[CH:25][C:26]([S:30]([NH:31][C:32]3[CH:53]=[CH:52][N:35]=[CH:34][N:33]=3)(=[O:48])=[O:49])=[C:27]([F:29])[CH:28]=2)=[CH:4][CH:3]=1. (7) Given the reactants Cl[C:2]1[C:7]2[CH2:8][N:9]([CH:12]([C:14]3[CH:15]=[N:16][C:17]([O:21][CH2:22][CH2:23][C:24]([F:27])([F:26])[F:25])=[C:18]([Cl:20])[CH:19]=3)[CH3:13])[C:10](=[O:11])[C:6]=2[CH:5]=[CH:4][N:3]=1.[CH:28]([O:30][C:31]1[CH:36]=[CH:35][CH:34]=[CH:33][CH:32]=1)=[O:29], predict the reaction product. The product is: [Cl:20][C:18]1[CH:19]=[C:14]([CH:12]([N:9]2[C:10](=[O:11])[C:6]3[CH:5]=[CH:4][N:3]=[C:2]([C:28]([O:30][C:31]4[CH:36]=[CH:35][CH:34]=[CH:33][CH:32]=4)=[O:29])[C:7]=3[CH2:8]2)[CH3:13])[CH:15]=[N:16][C:17]=1[O:21][CH2:22][CH2:23][C:24]([F:27])([F:26])[F:25].